This data is from Peptide-MHC class II binding affinity with 134,281 pairs from IEDB. The task is: Regression. Given a peptide amino acid sequence and an MHC pseudo amino acid sequence, predict their binding affinity value. This is MHC class II binding data. The peptide sequence is LGFLQRSSNFQCQKL. The MHC is DRB1_1302 with pseudo-sequence DRB1_1302. The binding affinity (normalized) is 0.564.